Dataset: Forward reaction prediction with 1.9M reactions from USPTO patents (1976-2016). Task: Predict the product of the given reaction. (1) Given the reactants CN(C)[CH:3]=[CH:4][C:5]([C:7]1[S:11][C:10]([N:12]=CN(C)C)=[N:9][C:8]=1[CH3:17])=O.[N:19]1([C:25]2[CH:30]=[CH:29][C:28]([NH:31][C:32]([NH2:34])=[NH:33])=[CH:27][CH:26]=2)[CH2:24][CH2:23][CH2:22][CH2:21][CH2:20]1, predict the reaction product. The product is: [NH2:12][C:10]1[S:11][C:7]([C:5]2[CH:4]=[CH:3][N:34]=[C:32]([NH:31][C:28]3[CH:29]=[CH:30][C:25]([N:19]4[CH2:20][CH2:21][CH2:22][CH2:23][CH2:24]4)=[CH:26][CH:27]=3)[N:33]=2)=[C:8]([CH3:17])[N:9]=1. (2) Given the reactants [CH3:1][O:2][C:3]1[CH:11]=[C:10]2[C:6]([C:7]3([CH2:17][CH2:16][CH2:15][N:14]4[CH:18]=[N:19][CH2:20][CH:13]34)[C:8](=[O:12])[NH:9]2)=[CH:5][CH:4]=1, predict the reaction product. The product is: [CH3:1][O:2][C:3]1[CH:11]=[C:10]2[C:6]([C:7]3([CH2:17][CH2:16][CH2:15][N:14]4[CH:18]=[N:19][CH:20]=[C:13]34)[C:8](=[O:12])[NH:9]2)=[CH:5][CH:4]=1. (3) Given the reactants [CH3:1][S-:2].[Na+].CS(O[CH2:9][C:10]1([C:13]([O:15][CH2:16][CH3:17])=[O:14])[CH2:12][CH2:11]1)(=O)=O, predict the reaction product. The product is: [CH3:1][S:2][CH2:9][C:10]1([C:13]([O:15][CH2:16][CH3:17])=[O:14])[CH2:11][CH2:12]1. (4) Given the reactants [Br:1][C:2]1[CH:3]=[CH:4][C:5]([NH:8][C:9]([NH:11][C:12]2[CH:13]=[N:14][CH:15]=[CH:16][C:17]=2[C:18]([O:20]C)=O)=[O:10])=[N:6][CH:7]=1.[C:22](=O)([O-])[O-].[K+].[K+].COS(C1C=CC(C)=CC=1)(=O)=O, predict the reaction product. The product is: [Br:1][C:2]1[CH:3]=[CH:4][C:5]([N:8]2[C:18](=[O:20])[C:17]3[CH:16]=[CH:15][N:14]=[CH:13][C:12]=3[N:11]([CH3:22])[C:9]2=[O:10])=[N:6][CH:7]=1. (5) Given the reactants [Br:1][C:2]1[CH:7]=[CH:6][C:5]([C:8]2([C:14]3[S:15][CH:16]=[C:17]([CH2:19][OH:20])[N:18]=3)[CH2:13][CH2:12][O:11][CH2:10][CH2:9]2)=[CH:4][CH:3]=1.N1C=CN=C1.[C:26]([Si:30](Cl)([CH3:32])[CH3:31])([CH3:29])([CH3:28])[CH3:27], predict the reaction product. The product is: [Br:1][C:2]1[CH:7]=[CH:6][C:5]([C:8]2([C:14]3[S:15][CH:16]=[C:17]([CH2:19][O:20][Si:30]([C:26]([CH3:29])([CH3:28])[CH3:27])([CH3:32])[CH3:31])[N:18]=3)[CH2:13][CH2:12][O:11][CH2:10][CH2:9]2)=[CH:4][CH:3]=1.